From a dataset of Peptide-MHC class I binding affinity with 185,985 pairs from IEDB/IMGT. Regression. Given a peptide amino acid sequence and an MHC pseudo amino acid sequence, predict their binding affinity value. This is MHC class I binding data. The peptide sequence is RPMPGTRKVM. The MHC is HLA-B07:02 with pseudo-sequence HLA-B07:02. The binding affinity (normalized) is 0.988.